Task: Predict the reactants needed to synthesize the given product.. Dataset: Full USPTO retrosynthesis dataset with 1.9M reactions from patents (1976-2016) (1) Given the product [CH3:1][NH:2][CH2:5][CH2:6][C@:7]([CH3:24])([O:13][C:14]1[C:23]2[C:18](=[CH:19][CH:20]=[CH:21][CH:22]=2)[CH:17]=[CH:16][CH:15]=1)[C:8]1[S:9][CH:10]=[CH:11][CH:12]=1, predict the reactants needed to synthesize it. The reactants are: [CH3:1][N:2]([CH2:5][CH2:6][CH:7]([O:13][C:14]1[C:23]2[C:18](=[CH:19][CH:20]=[CH:21][CH:22]=2)[CH:17]=[CH:16][CH:15]=1)[C:8]1[S:9][CH:10]=[CH:11][CH:12]=1)OC.[CH3:24]O. (2) Given the product [Cl:1][C:2]1[CH:3]=[CH:4][C:5]([O:10][C:14]2[N:19]=[N:18][C:17]([C:20]([NH2:22])=[O:21])=[C:16]([NH:23][C:24]3[CH:29]=[CH:28][CH:27]=[C:26]([CH3:30])[N:25]=3)[CH:15]=2)=[C:6]([C:7]#[N:8])[CH:9]=1, predict the reactants needed to synthesize it. The reactants are: [Cl:1][C:2]1[CH:3]=[CH:4][C:5]([OH:10])=[C:6]([CH:9]=1)[C:7]#[N:8].[H-].[Na+].Cl[C:14]1[N:19]=[N:18][C:17]([C:20]([NH2:22])=[O:21])=[C:16]([NH:23][C:24]2[CH:29]=[CH:28][CH:27]=[C:26]([CH3:30])[N:25]=2)[CH:15]=1. (3) Given the product [CH3:25][C:15]1[CH:20]=[CH:19][C:18]([S:21]([O:7][CH2:6][CH:3]2[CH2:4][CH2:5][O:1][CH2:2]2)(=[O:23])=[O:22])=[CH:17][CH:16]=1, predict the reactants needed to synthesize it. The reactants are: [O:1]1[CH2:5][CH2:4][CH:3]([CH2:6][OH:7])[CH2:2]1.C(N(CC)CC)C.[C:15]1([CH3:25])[CH:20]=[CH:19][C:18]([S:21](Cl)(=[O:23])=[O:22])=[CH:17][CH:16]=1.O. (4) Given the product [CH3:20][O:21][C:22]1[N:27]=[CH:26][C:25]([C:2]2[N:3]=[C:4]([N:14]3[CH2:19][CH2:18][O:17][CH2:16][CH2:15]3)[C:5]3[O:11][CH2:10][C:9]([CH3:13])([CH3:12])[O:8][C:6]=3[N:7]=2)=[CH:24][N:23]=1, predict the reactants needed to synthesize it. The reactants are: Cl[C:2]1[N:3]=[C:4]([N:14]2[CH2:19][CH2:18][O:17][CH2:16][CH2:15]2)[C:5]2[O:11][CH2:10][C:9]([CH3:13])([CH3:12])[O:8][C:6]=2[N:7]=1.[CH3:20][O:21][C:22]1[N:27]=[CH:26][C:25](B(O)O)=[CH:24][N:23]=1.C(=O)([O-])[O-].[Na+].[Na+]. (5) Given the product [N+:6]([C:9]1[CH:14]=[C:13]([N+:15]([O-:17])=[O:16])[CH:12]=[CH:11][C:10]=1[O:18][C:3](=[O:4])[CH2:2][Br:1])([O-:8])=[O:7], predict the reactants needed to synthesize it. The reactants are: [Br:1][CH2:2][C:3](Br)=[O:4].[N+:6]([C:9]1[CH:14]=[C:13]([N+:15]([O-:17])=[O:16])[CH:12]=[CH:11][C:10]=1[OH:18])([O-:8])=[O:7].N1C=CC=CC=1.C(O)(=O)CC(CC(O)=O)(C(O)=O)O.